Dataset: Peptide-MHC class I binding affinity with 185,985 pairs from IEDB/IMGT. Task: Regression. Given a peptide amino acid sequence and an MHC pseudo amino acid sequence, predict their binding affinity value. This is MHC class I binding data. The binding affinity (normalized) is 0.726. The peptide sequence is APSTGSASSM. The MHC is HLA-B07:02 with pseudo-sequence HLA-B07:02.